Predict the product of the given reaction. From a dataset of Forward reaction prediction with 1.9M reactions from USPTO patents (1976-2016). (1) Given the reactants [C:1]([C:5]1[CH:6]=[C:7]([NH:17][C:18](=[O:48])[NH:19][CH2:20][C:21]2[CH:47]=[CH:46][CH:45]=[CH:44][C:22]=2[CH2:23][O:24][C:25]2[CH:30]=[C:29]([CH3:31])[N:28]([C:32]3[CH:33]=[C:34]([CH:38]=[CH:39][C:40]=3[CH3:41])[C:35](O)=[O:36])[C:27](=[O:42])[C:26]=2[Cl:43])[N:8]([C:10]2[CH:15]=[CH:14][C:13]([OH:16])=[CH:12][CH:11]=2)[N:9]=1)([CH3:4])([CH3:3])[CH3:2].[NH2:49][CH2:50][C:51]([NH2:53])=[O:52].Cl.NCC(N)=O.[H-].[Na+].CCN=C=NCCCN(C)C, predict the reaction product. The product is: [C:1]([C:5]1[CH:6]=[C:7]([NH:17][C:18](=[O:48])[NH:19][CH2:20][C:21]2[CH:47]=[CH:46][CH:45]=[CH:44][C:22]=2[CH2:23][O:24][C:25]2[CH:30]=[C:29]([CH3:31])[N:28]([C:32]3[CH:33]=[C:34]([CH:38]=[CH:39][C:40]=3[CH3:41])[C:35]([NH:49][CH2:50][C:51](=[O:52])[NH2:53])=[O:36])[C:27](=[O:42])[C:26]=2[Cl:43])[N:8]([C:10]2[CH:11]=[CH:12][C:13]([OH:16])=[CH:14][CH:15]=2)[N:9]=1)([CH3:4])([CH3:2])[CH3:3]. (2) Given the reactants [Cl:1][C:2]1[N:3]=[C:4](Cl)[C:5]2[N:10]=[C:9]([CH3:11])[S:8][C:6]=2[N:7]=1.CCN(C(C)C)C(C)C.[CH3:22][N:23]1[CH:27]=[C:26]([NH2:28])[N:25]=[CH:24]1.CN1C=C([N+]([O-])=O)N=C1, predict the reaction product. The product is: [Cl:1][C:2]1[N:3]=[C:4]([NH:28][C:26]2[N:25]=[CH:24][N:23]([CH3:22])[CH:27]=2)[C:5]2[N:10]=[C:9]([CH3:11])[S:8][C:6]=2[N:7]=1.